Predict the product of the given reaction. From a dataset of Forward reaction prediction with 1.9M reactions from USPTO patents (1976-2016). (1) Given the reactants [CH2:1]([C@@H:5]1[NH:10][CH2:9][C@H:8]([CH2:11][CH:12]([CH3:14])[CH3:13])[NH:7][C:6]1=[O:15])[CH:2]([CH3:4])[CH3:3].[Cl:16][C:17]1[CH:22]=[CH:21][C:20]([C:23]#[C:24][C:25](O)=[O:26])=[CH:19][CH:18]=1.C(C1N(C(=O)C#CC2C=CC=CC=2)CC(CC(C)C)NC1=O)C(C)C, predict the reaction product. The product is: [Cl:16][C:17]1[CH:18]=[CH:19][C:20]([C:23]#[C:24][C:25]([N:10]2[CH2:9][CH:8]([CH2:11][CH:12]([CH3:14])[CH3:13])[NH:7][C:6](=[O:15])[CH:5]2[CH2:1][CH:2]([CH3:4])[CH3:3])=[O:26])=[CH:21][CH:22]=1. (2) Given the reactants [C:1]([O:5][C:6](=[O:27])[NH:7][C@H:8]([C:12]1[CH:17]=[CH:16][N:15]=[C:14]([C:18]2[N:22]([CH:23]([F:25])[F:24])[N:21]=[CH:20][C:19]=2[NH2:26])[CH:13]=1)[CH2:9][CH:10]=[CH2:11])([CH3:4])([CH3:3])[CH3:2].[CH3:28][C@H:29]([CH:33]=[CH2:34])[C:30](O)=[O:31].N1C=CC=CC=1, predict the reaction product. The product is: [C:1]([O:5][C:6](=[O:27])[NH:7][C@H:8]([C:12]1[CH:17]=[CH:16][N:15]=[C:14]([C:18]2[N:22]([CH:23]([F:25])[F:24])[N:21]=[CH:20][C:19]=2[NH:26][C:30](=[O:31])[C@H:29]([CH3:28])[CH:33]=[CH2:34])[CH:13]=1)[CH2:9][CH:10]=[CH2:11])([CH3:2])([CH3:3])[CH3:4]. (3) Given the reactants Br[C:2]1[CH:3]=[C:4]2[C:8](=[CH:9][CH:10]=1)[NH:7][N:6]=[C:5]2[C:11]([N:13]1[CH2:18][CH2:17][CH:16]([C:19]2[CH:24]=[CH:23][CH:22]=[CH:21][C:20]=2[C:25]([F:28])([F:27])[F:26])[CH2:15][CH2:14]1)=[O:12].[C:29]([Cu])#[N:30].CN1C(=O)CCC1, predict the reaction product. The product is: [F:27][C:25]([F:26])([F:28])[C:20]1[CH:21]=[CH:22][CH:23]=[CH:24][C:19]=1[CH:16]1[CH2:17][CH2:18][N:13]([C:11]([C:5]2[C:4]3[C:8](=[CH:9][CH:10]=[C:2]([C:29]#[N:30])[CH:3]=3)[NH:7][N:6]=2)=[O:12])[CH2:14][CH2:15]1. (4) The product is: [C:20]([CH:7]1[C:2](=[O:1])[CH2:3][CH2:4][N:5]([C:8]([O:10][C:11]([CH3:14])([CH3:13])[CH3:12])=[O:9])[CH2:6]1)(=[O:22])[CH3:21]. Given the reactants [O:1]=[C:2]1[CH2:7][CH2:6][N:5]([C:8]([O:10][C:11]([CH3:14])([CH3:13])[CH3:12])=[O:9])[CH2:4][CH2:3]1.N1CCCC1.[C:20](OC(=O)C)(=[O:22])[CH3:21].O, predict the reaction product. (5) Given the reactants [C:1]([C:3]1[CH:4]=[C:5]([CH:9]=[CH:10][C:11]=1[CH3:12])[C:6](Cl)=[O:7])#[CH:2].[NH2:13][C:14]1[CH:21]=[CH:20][C:17]([C:18]#[N:19])=[C:16]([C:22]([F:25])([F:24])[F:23])[CH:15]=1.C(N(CC)CC)C, predict the reaction product. The product is: [C:18]([C:17]1[CH:20]=[CH:21][C:14]([NH:13][C:6](=[O:7])[C:5]2[CH:9]=[CH:10][C:11]([CH3:12])=[C:3]([C:1]#[CH:2])[CH:4]=2)=[CH:15][C:16]=1[C:22]([F:23])([F:24])[F:25])#[N:19]. (6) The product is: [C:18]([CH:17]([NH:16][C:2]1[C:11]([C:12]([OH:14])=[O:13])=[CH:10][C:9]2[C:4](=[CH:5][CH:6]=[C:7]([Cl:15])[CH:8]=2)[N:3]=1)[CH2:21][C:22]1[CH:23]=[CH:24][C:25]([NH:28][C:29]2[C:38]3[C:33](=[CH:34][C:35]([Cl:39])=[CH:36][CH:37]=3)[N:32]=[CH:31][CH:30]=2)=[CH:26][CH:27]=1)([OH:20])=[O:19]. Given the reactants Cl[C:2]1[C:11]([C:12]([OH:14])=[O:13])=[CH:10][C:9]2[C:4](=[CH:5][CH:6]=[C:7]([Cl:15])[CH:8]=2)[N:3]=1.[NH2:16][CH:17]([CH2:21][C:22]1[CH:27]=[CH:26][C:25]([NH:28][C:29]2[C:38]3[C:33](=[CH:34][C:35]([Cl:39])=[CH:36][CH:37]=3)[N:32]=[CH:31][CH:30]=2)=[CH:24][CH:23]=1)[C:18]([OH:20])=[O:19], predict the reaction product. (7) Given the reactants [CH2:1]([C:8]1[CH:17]=[C:16]2[C:11]([C:12]([OH:33])=[C:13]([C:28](OCC)=[O:29])[C:14](=[O:27])[N:15]2[CH2:18][C:19]([N:21]2[CH2:26][CH2:25][O:24][CH2:23][CH2:22]2)=[O:20])=[N:10][CH:9]=1)[C:2]1[CH:7]=[CH:6][CH:5]=[CH:4][CH:3]=1.[CH3:34][O:35][CH2:36][CH2:37][NH2:38], predict the reaction product. The product is: [CH2:1]([C:8]1[CH:17]=[C:16]2[C:11]([C:12]([OH:33])=[C:13]([C:28]([NH:38][CH2:37][CH2:36][O:35][CH3:34])=[O:29])[C:14](=[O:27])[N:15]2[CH2:18][C:19]([N:21]2[CH2:26][CH2:25][O:24][CH2:23][CH2:22]2)=[O:20])=[N:10][CH:9]=1)[C:2]1[CH:3]=[CH:4][CH:5]=[CH:6][CH:7]=1. (8) Given the reactants C[O:2][C:3](=[O:18])[C@@H:4]1[CH2:8][C@H:7]([C:9]#[N:10])[CH2:6][N:5]1[C:11]([O:13][C:14]([CH3:17])([CH3:16])[CH3:15])=[O:12].O[Li].O, predict the reaction product. The product is: [C:14]([O:13][C:11]([N:5]1[CH2:6][C@@H:7]([C:9]#[N:10])[CH2:8][C@H:4]1[C:3]([OH:18])=[O:2])=[O:12])([CH3:17])([CH3:15])[CH3:16]. (9) The product is: [F:26][C:2]([F:1])([S:16]([C:19]1[CH:24]=[CH:23][CH:22]=[C:21]([F:25])[CH:20]=1)(=[O:18])=[O:17])[CH:3]1[CH2:8][CH2:7][NH:6][CH2:5][CH2:4]1. Given the reactants [F:1][C:2]([F:26])([S:16]([C:19]1[CH:24]=[CH:23][CH:22]=[C:21]([F:25])[CH:20]=1)(=[O:18])=[O:17])[CH:3]1[CH2:8][CH2:7][N:6](C(OC(C)(C)C)=O)[CH2:5][CH2:4]1.Cl.O1CCOCC1, predict the reaction product.